Task: Regression. Given two drug SMILES strings and cell line genomic features, predict the synergy score measuring deviation from expected non-interaction effect.. Dataset: Merck oncology drug combination screen with 23,052 pairs across 39 cell lines Drug 1: CN1C(=O)C=CC2(C)C3CCC4(C)C(NC(=O)OCC(F)(F)F)CCC4C3CCC12. Drug 2: COC12C(COC(N)=O)C3=C(C(=O)C(C)=C(N)C3=O)N1CC1NC12. Cell line: SKMES1. Synergy scores: synergy=-1.98.